From a dataset of Catalyst prediction with 721,799 reactions and 888 catalyst types from USPTO. Predict which catalyst facilitates the given reaction. Reactant: C([O-])(C)(C)C.[K+].O[NH:8]C(=O)C.[Cl:12][C:13]1[C:14]([CH3:22])=[CH:15][C:16](F)=[C:17]([CH:20]=1)[C:18]#[N:19].[OH2:23]. The catalyst class is: 3. Product: [Cl:12][C:13]1[C:14]([CH3:22])=[CH:15][C:16]2[O:23][N:19]=[C:18]([NH2:8])[C:17]=2[CH:20]=1.